Dataset: Reaction yield outcomes from USPTO patents with 853,638 reactions. Task: Predict the reaction yield, written as a fraction of the theoretical maximum amount of product (1.0 means a 100% yield; for example, 0.34 means a 34% yield). (1) The reactants are [O-]P([O-])([O-])=O.[K+].[K+].[K+].[CH3:9][C@@H:10]([NH2:17])[C:11]1[CH:16]=[CH:15][CH:14]=[CH:13][CH:12]=1.I[C:19]1[CH:24]=[CH:23][CH:22]=[CH:21][CH:20]=1.C(O)CO. The catalyst is [Cu]I.CCCCCC.C(OCC)(=O)C.CC(O)C. The product is [C:19]1([NH:17][C@H:10]([CH3:9])[C:11]2[CH:16]=[CH:15][CH:14]=[CH:13][CH:12]=2)[CH:24]=[CH:23][CH:22]=[CH:21][CH:20]=1. The yield is 0.760. (2) The reactants are [N+:1]([C:4]1[CH:13]=[C:12]2[C:7]([CH2:8][CH2:9][CH2:10][CH:11]2[OH:14])=[CH:6][CH:5]=1)([O-])=O. The catalyst is CO. The product is [NH2:1][C:4]1[CH:13]=[C:12]2[C:7]([CH2:8][CH2:9][CH2:10][CH:11]2[OH:14])=[CH:6][CH:5]=1. The yield is 0.950.